This data is from Forward reaction prediction with 1.9M reactions from USPTO patents (1976-2016). The task is: Predict the product of the given reaction. (1) Given the reactants [CH:1]1([N:4]2[CH2:9][CH2:8][N:7]([C:10]3[S:11][C:12]4[CH:18]=[C:17]([CH:19]=O)[CH:16]=[CH:15][C:13]=4[N:14]=3)[CH2:6][CH2:5]2)[CH2:3][CH2:2]1.[NH:21]1[CH2:26][CH2:25][CH2:24][CH2:23][CH2:22]1.C(O)(=O)C.[BH3-]C#N.[Na+], predict the reaction product. The product is: [CH:1]1([N:4]2[CH2:9][CH2:8][N:7]([C:10]3[S:11][C:12]4[CH:18]=[C:17]([CH2:19][N:21]5[CH2:26][CH2:25][CH2:24][CH2:23][CH2:22]5)[CH:16]=[CH:15][C:13]=4[N:14]=3)[CH2:6][CH2:5]2)[CH2:3][CH2:2]1. (2) Given the reactants [C:1]([O:5][C:6]([N:8]1[CH2:13][CH2:12][N:11]([C:14]2[N:22]=[CH:21][N:20]=[C:19]3[C:15]=2[NH:16][C:17](=[O:27])[N:18]3[CH2:23][CH2:24][C:25]#[N:26])[CH2:10][CH2:9]1)=[O:7])([CH3:4])([CH3:3])[CH3:2].C(=O)([O-])[O-].[K+].[K+].Br[CH2:35][C:36]#[C:37][CH3:38].Cl, predict the reaction product. The product is: [C:1]([O:5][C:6]([N:8]1[CH2:9][CH2:10][N:11]([C:14]2[N:22]=[CH:21][N:20]=[C:19]3[C:15]=2[N:16]([CH2:35][C:36]#[C:37][CH3:38])[C:17](=[O:27])[N:18]3[CH2:23][CH2:24][C:25]#[N:26])[CH2:12][CH2:13]1)=[O:7])([CH3:4])([CH3:2])[CH3:3].